Dataset: Cav3 T-type calcium channel HTS with 100,875 compounds. Task: Binary Classification. Given a drug SMILES string, predict its activity (active/inactive) in a high-throughput screening assay against a specified biological target. (1) The drug is O=c1n(CCC=2CCCCC2)cnc2c1[nH]c1c2ccc(OC)c1. The result is 0 (inactive). (2) The compound is O(C1CCCCC1)C(=O)C=1C(C2=C(NC1C)CC(CC2=O)(C)C)c1occc1. The result is 0 (inactive).